This data is from Rat liver microsome stability data. The task is: Regression/Classification. Given a drug SMILES string, predict its absorption, distribution, metabolism, or excretion properties. Task type varies by dataset: regression for continuous measurements (e.g., permeability, clearance, half-life) or binary classification for categorical outcomes (e.g., BBB penetration, CYP inhibition). Dataset: rlm. (1) The drug is COc1ccc(-n2nc(C3CCN(C(=O)C4CC4)CC3)nc2O)cc1. The result is 0 (unstable in rat liver microsomes). (2) The drug is O=C(c1cnn(-c2cccc(F)c2)c1-n1cccc1)N1CCN(c2ccccc2F)CC1. The result is 1 (stable in rat liver microsomes).